This data is from Experimentally validated miRNA-target interactions with 360,000+ pairs, plus equal number of negative samples. The task is: Binary Classification. Given a miRNA mature sequence and a target amino acid sequence, predict their likelihood of interaction. (1) The miRNA is mmu-miR-340-5p with sequence UUAUAAAGCAAUGAGACUGAUU. The protein sequence of the target gene is MAPVGVEKKLLLGPNGPAVAAAGDLTSEEEEGQSLWSSILSEVSTRARSKLPSGKNILVFGEDGSGKTTLMTKLQGAEHGKKGRGLEYLYLSVHDEDRDDHTRCNVWILDGDLYHKGLLKFAVSAESLRETLVIFVADMSRPWTIMESLQKWASVLREHIDKMKIPPEEMRDLERKFMKEFQDYIEPEEGCQGSPQRRGPLTSGSDEDSVALPLGDNVLTHNLGIPVLVVCTKCDAMSVLEKEHDYRDEHLDFIQAHLRRFCLQYGAALIYTSVKEEKNLDLLYKYIVHKTYGFHFTIPA.... Result: 1 (interaction). (2) The miRNA is hsa-miR-4290 with sequence UGCCCUCCUUUCUUCCCUC. The protein sequence of the target gene is MDRARLWLGLLLPVVAALDFRYHHQEGMEAFLKSVAQNYSSITHLHSIGKSVRGRNLWVLVVGQTPKEHRVGIPEFKYVANMHGDETVGRELLLHLIDYLVSSYRKDPEITHLIDSTRIHIMPSMNPDGFEAVQKPDCYYSNGRENYNNYDLNRNFPDAFENNNVTKQPETLAIMEWLKTETFVLSANLHGGALVASYPFDNGVQATGTLLSRSLTPDDDVFQHLAYTYASRNPNMTKGDQCKNKRNFPNGIINGYSWYPLQGGMQDYNYIWAQCFEITLELSCCKYPREEKLPLFWNDN.... Result: 0 (no interaction). (3) The miRNA is hsa-miR-524-5p with sequence CUACAAAGGGAAGCACUUUCUC. The protein sequence of the target gene is MSGDAAAEQAAEYVPEKVKKAEKKLEENPYDLDAWSILIREAQNQPIDKARKTYERLVAQFPSSGRFWKLYIEAEIKAKNYDKVEKLFQRCLMKVLHIDLWKCYLSYVRETKGKLPSYKEKMAQAYDFALDKIGMEIMSYQIWVDYINFLKGVEAVGSYAENQRITAVRRVYQRGCVNPMINIEQLWRDYNKYEEGINIHLAKKMIEDRSRDYMNARRVAKEYETVMKGLDRNAPSVPPQNTPQEAQQVDMWKKYIQWEKSNPLRTEDQTLITKRVMFAYEQCLLVLGHHPDIWYEAAQY.... Result: 0 (no interaction). (4) The miRNA is mmu-miR-3060-3p with sequence CCAUAGCACAGAAGCACUCCCA. The protein sequence of the target gene is MERPAPLAVLPFSDPAHALSLLRGLSQLRAERKFLDVTLEAAGGRDFPAHRAVLAAASPYFRAMFAGQLRESRAERVRLHGVPPDMLQLLLDFSYTGRVAVSGDNAEPLLRAADLLQFPAVKEACGAFLQQQLDLANCLDMQDFAEAFSCSGLASAAQRFILRHVGELGAEQLERLPLARLLRYLRDDGLCVPKEEAAYQLALRWVRADPPRRAPHWPQLLEAVRLPFVRRFYLLAHVEAEPLVARCPPCLRLLREARDFQAARYDRHDRGPCPRMRPRPSTGLAEILVLVGGCDQDCDE.... Result: 1 (interaction). (5) The miRNA is mmu-miR-466a-5p with sequence UAUGUGUGUGUACAUGUACAUA. The protein sequence of the target gene is MSEIRKPLLGFVHKLQDANASGSSGKTHCPTCLRLFKVPRLLPCLHTVCTTCLEKLDPFSVVDIRGGDSDTSSEGSVFQDPELCSLQPQIGILCPVCDAQVDLPLGGVKALTVDHLAMNDVLLENLRGEGQGLVCDLCSDREVEKRCQTCKANLCHFCCQAHRRQKKTTYHTMVDLKDLKGYSQVGKPILCPSHPAEELRLFCELCDRPVCRDCVVGEHREHPYDFTSNVIHKHGDSVRELLRDTQPHVEALEDALAQIKSVNNALQERVEAVAADVRTFSEGYIKAIEEHRDKLLQQLD.... Result: 0 (no interaction). (6) Result: 0 (no interaction). The protein sequence of the target gene is MGAARSPPSAVPGPLLGLLLLLLGVLAPGGASLRLLDHRALVCSQPGLNCTVKNSTCLDDSWIHPRNLTPSSPKDLQIQLHFAHTQQGDLFPVAHIEWTLQTDASILYLEGAELSVLQLNTNERLCVRFEFLSKLRHHHRRWRFTFSHFVVDPDQEYEVTVHHLPKPIPDGDPNHQSKNFLVPDCEHARMKVTTPCMSSGSLWDPNITVETLEAHQLRVSFTLWNESTHYQILLTSFPHMENHSCFEHMHHIPAPRPEEFHQRSNVTLTLRNLKGCCRHQVQIQPFFSSCLNDCLRHSAT.... The miRNA is hsa-miR-944 with sequence AAAUUAUUGUACAUCGGAUGAG. (7) The miRNA is hsa-miR-548g-3p with sequence AAAACUGUAAUUACUUUUGUAC. The protein sequence of the target gene is MWASRDHLPEPDLGDAAPPGSPSSFWTSGLPRQERSTSRQRSRGSPSSTCVPYKVHALATFECSATSHASRLWQTLQQFWADHISRPFSPRRPPLRRMPSLSTFYLLDHNTRQAELGLAYGAPCMRLSNQAFVFRGGRWTTESQLARTRSPLLSRTAWGWKAQVQRSKSQVLLEENNYLKLQQELLIDMLTETMARMHLLEKQRNPEVIPTAAARAGQRKMRKRAGASAGVLMIQPCALDSQ. Result: 1 (interaction). (8) The miRNA is hsa-miR-339-3p with sequence UGAGCGCCUCGACGACAGAGCCG. The protein sequence of the target gene is MVNEGPNQEESDDTPVPESALQADPSVSVHPSVSVHPSVSINPSVSVHPSSSAHPSALAQPSGLAHPSSSGPEDLSVIKVSRRRWAVVLVFSCYSMCNSFQWIQYGSINNIFMHFYGVSAFAIDWLSMCYMLTYIPLLLPVAWLLEKFGLRTIALTGSALNCLGAWVKLGSLKPHLFPVTVVGQLICSVAQVFILGMPSRIASVWFGANEVSTACSVAVFGNQLGIAIGFLVPPVLVPNIEDRDELAYHISIMFYIIGGVATLLLILVIIVFKEKPKYPPSRAQSLSYALTSPDASYLGS.... Result: 0 (no interaction). (9) The miRNA is hsa-miR-4711-5p with sequence UGCAUCAGGCCAGAAGACAUGAG. The protein sequence of the target gene is MEPKRIREGYLVKKGSVFNTWKPMWVVLLEDGIEFYKKKSDNSPKGMIPLKGSTLTSPCQDFGKRMFVFKITTTKQQDHFFQAAFLEERDAWVRDIKKAIKCIEGGQKFARKSTRRSIRLPETIDLGALYLSMKDTEKGIKELNLEKDKKIFNHCFTGNCVIDWLVSNQSVRNRQEGLMIASSLLNEGYLQPAGDMSKSAVDGTAENPFLDNPDAFYYFPDSGFFCEENSSDDDVILKEEFRGVIIKQGCLLKQGHRRKNWKVRKFILREDPAYLHYYDPAGAEDPLGAIHLRGCVVTSV.... Result: 0 (no interaction).